Dataset: Full USPTO retrosynthesis dataset with 1.9M reactions from patents (1976-2016). Task: Predict the reactants needed to synthesize the given product. (1) Given the product [Br:1][C:2]1[CH:15]=[C:14]([CH3:16])[C:5]([O:6][C:7]2[CH:12]=[CH:11][N:10]=[C:9]([NH:23][C:22]3[CH:24]=[CH:25][C:19]([Br:18])=[CH:20][CH:21]=3)[CH:8]=2)=[C:4]([CH3:17])[CH:3]=1, predict the reactants needed to synthesize it. The reactants are: [Br:1][C:2]1[CH:15]=[C:14]([CH3:16])[C:5]([O:6][C:7]2[CH:12]=[CH:11][N:10]=[C:9](Cl)[CH:8]=2)=[C:4]([CH3:17])[CH:3]=1.[Br:18][C:19]1[CH:25]=[CH:24][C:22]([NH2:23])=[CH:21][CH:20]=1. (2) Given the product [Cl:16][C:6]1[CH:5]=[N:4][CH:3]=[C:2]([C:24]2[CH:23]=[CH:6][CH:7]=[CH:2][CH:3]=2)[C:7]=1[N:8]1[CH2:13][CH2:12][CH:11]([C:14]#[N:15])[CH2:10][CH2:9]1, predict the reactants needed to synthesize it. The reactants are: Cl[C:2]1[CH:3]=[N:4][CH:5]=[C:6]([Cl:16])[C:7]=1[N:8]1[CH2:13][CH2:12][CH:11]([C:14]#[N:15])[CH2:10][CH2:9]1.C(=O)([O-])[O-].[Na+].[Na+].[C:23](#N)[CH3:24]. (3) Given the product [P:22]([O:7][CH2:6][C@H:5]1[O:8][C@@H:1]([N:9]2[C:19]3[N:18]=[C:16]([NH2:17])[NH:15][C:13](=[O:14])[C:12]=3[N:11]=[CH:10]2)[C@H:2]([OH:3])[CH2:4]1)([OH:24])([OH:23])=[O:21], predict the reactants needed to synthesize it. The reactants are: [C@@H:1]1([N:9]2[C:19]3[N:18]=[C:16]([NH2:17])[NH:15][C:13](=[O:14])[C:12]=3[N:11]=[CH:10]2)[O:8][C@H:5]([CH2:6][OH:7])[CH2:4][C@H:2]1[OH:3].C[O:21][P:22](OC)([O:24]C)=[O:23].P(Cl)(Cl)(Cl)=O. (4) Given the product [ClH:38].[CH3:8][O:9][C:10]1[CH:11]=[CH:12][C:13]([CH2:14][N:15]2[CH2:21][C:20]3[CH:22]=[C:23](/[CH:26]=[CH:27]/[C:28]([OH:30])=[O:29])[CH:24]=[N:25][C:19]=3[NH:18][C:17](=[O:35])[CH2:16]2)=[CH:36][CH:37]=1, predict the reactants needed to synthesize it. The reactants are: FC(F)(F)C(O)=O.[CH3:8][O:9][C:10]1[CH:37]=[CH:36][C:13]([CH2:14][N:15]2[CH2:21][C:20]3[CH:22]=[C:23](/[CH:26]=[CH:27]/[C:28]([O:30]C(C)(C)C)=[O:29])[CH:24]=[N:25][C:19]=3[NH:18][C:17](=[O:35])[CH2:16]2)=[CH:12][CH:11]=1.[Cl:38]CCl.